Task: Predict the product of the given reaction.. Dataset: Forward reaction prediction with 1.9M reactions from USPTO patents (1976-2016) Given the reactants [NH2:1][CH2:2][C:3]1[C:8]([CH2:9][CH3:10])=[N:7][C:6]2[N:11]([CH2:14][CH3:15])[N:12]=[CH:13][C:5]=2[C:4]=1[NH:16][CH:17]1[CH2:22][CH2:21][O:20][CH2:19][CH2:18]1.CC(OC([N:30]1[CH2:35][CH2:34][N:33]([CH2:36][C:37]2[CH:38]=[C:39]([C:43]3[C:48]([F:49])=[CH:47][CH:46]=[C:45]([CH2:50][NH:51][S:52]([C:55]4[CH:56]=[C:57]([CH:61]=[CH:62][CH:63]=4)[C:58](O)=[O:59])(=[O:54])=[O:53])[CH:44]=3)[CH:40]=[CH:41][CH:42]=2)[CH2:32][CH2:31]1)=O)(C)C.CN(C(ON1N=NC2C=CC=CC1=2)=[N+](C)C)C.F[P-](F)(F)(F)(F)F.CCN(CC)CC, predict the reaction product. The product is: [CH2:14]([N:11]1[C:6]2=[N:7][C:8]([CH2:9][CH3:10])=[C:3]([CH2:2][NH:1][C:58](=[O:59])[C:57]3[CH:61]=[CH:62][CH:63]=[C:55]([S:52]([NH:51][CH2:50][C:45]4[CH:44]=[C:43]([C:39]5[CH:40]=[CH:41][CH:42]=[C:37]([CH2:36][N:33]6[CH2:34][CH2:35][NH:30][CH2:31][CH2:32]6)[CH:38]=5)[C:48]([F:49])=[CH:47][CH:46]=4)(=[O:54])=[O:53])[CH:56]=3)[C:4]([NH:16][CH:17]3[CH2:18][CH2:19][O:20][CH2:21][CH2:22]3)=[C:5]2[CH:13]=[N:12]1)[CH3:15].